Dataset: Reaction yield outcomes from USPTO patents with 853,638 reactions. Task: Predict the reaction yield, written as a fraction of the theoretical maximum amount of product (1.0 means a 100% yield; for example, 0.34 means a 34% yield). The reactants are C(Cl)(=O)C(Cl)=O.CS(C)=O.[CH3:11][C:12]1[N:13]=[N:14][N:15]([CH3:45])[C:16]=1[C:17]1[CH:29]=[N:28][C:27]2[C:26]3[CH:25]=[CH:24][C:23]([CH2:30][OH:31])=[CH:22][C:21]=3[N:20]([C@@H:32]([CH:39]3[CH2:44][CH2:43][O:42][CH2:41][CH2:40]3)[C:33]3[CH:38]=[CH:37][CH:36]=[CH:35][CH:34]=3)[C:19]=2[CH:18]=1.C(N(CC)CC)C. The product is [CH3:11][C:12]1[N:13]=[N:14][N:15]([CH3:45])[C:16]=1[C:17]1[CH:29]=[N:28][C:27]2[C:26]3[CH:25]=[CH:24][C:23]([CH:30]=[O:31])=[CH:22][C:21]=3[N:20]([C@@H:32]([CH:39]3[CH2:44][CH2:43][O:42][CH2:41][CH2:40]3)[C:33]3[CH:38]=[CH:37][CH:36]=[CH:35][CH:34]=3)[C:19]=2[CH:18]=1. The yield is 0.930. The catalyst is C(Cl)Cl.